From a dataset of Forward reaction prediction with 1.9M reactions from USPTO patents (1976-2016). Predict the product of the given reaction. (1) Given the reactants Cl[C:2]1[CH:18]=[CH:17][C:16]2[C:4](=[CH:5][C:6]3[O:10][C:9]4[CH:11]=[CH:12][CH:13]=[CH:14][C:8]=4[C:7]=3[CH:15]=2)[CH:3]=1.[B:19]1([B:19]2[O:23][C:22]([CH3:25])([CH3:24])[C:21]([CH3:27])([CH3:26])[O:20]2)[O:23][C:22]([CH3:25])([CH3:24])[C:21]([CH3:27])([CH3:26])[O:20]1.C([O-])(=O)C.[K+].C12(P(C34CC5CC(CC(C5)C3)C4)CCCC)CC3CC(CC(C3)C1)C2, predict the reaction product. The product is: [CH:14]1[C:8]2[C:7]3[CH:15]=[C:16]4[C:4](=[CH:5][C:6]=3[O:10][C:9]=2[CH:11]=[CH:12][CH:13]=1)[CH:3]=[C:2]([B:19]1[O:23][C:22]([CH3:25])([CH3:24])[C:21]([CH3:27])([CH3:26])[O:20]1)[CH:18]=[CH:17]4. (2) Given the reactants C(OC(=O)[NH:7][C@@H:8]([CH:31]1[CH2:36][CH2:35][CH2:34][CH2:33][CH2:32]1)[C:9]([N:11]1[CH2:15][CH2:14][CH2:13][C@H:12]1[C:16]1[CH:21]=[CH:20][N:19]=[C:18]([N:22]2[C:26]3[CH:27]=[CH:28][CH:29]=[CH:30][C:25]=3[N:24]=[CH:23]2)[CH:17]=1)=[O:10])(C)(C)C.C(O)(C(F)(F)F)=O, predict the reaction product. The product is: [NH2:7][C@@H:8]([CH:31]1[CH2:36][CH2:35][CH2:34][CH2:33][CH2:32]1)[C:9]([N:11]1[CH2:15][CH2:14][CH2:13][C@H:12]1[C:16]1[CH:21]=[CH:20][N:19]=[C:18]([N:22]2[C:26]3[CH:27]=[CH:28][CH:29]=[CH:30][C:25]=3[N:24]=[CH:23]2)[CH:17]=1)=[O:10]. (3) The product is: [CH2:14]1[C:15]2[C:16](=[CH:10][CH:1]=[CH:2][CH:3]=2)[CH:17]=[CH:18][C:13]1=[C:5]1[CH2:6][CH2:7][CH2:8][C:11](=[C:2]2[CH:3]=[CH:4][C:5]3[C:10](=[CH:9][CH:8]=[CH:7][CH:6]=3)[CH2:1]2)[C:4]1=[O:20]. Given the reactants [CH:1]1[C:10]2[C:5](=[CH:6][CH:7]=[CH:8][CH:9]=2)[CH:4]=[CH:3][C:2]=1[CH:11]=O.[C:13]1(=O)[CH2:18][CH2:17][CH2:16][CH2:15][CH2:14]1.[OH-:20].[Na+], predict the reaction product. (4) Given the reactants [NH:1]([N:16]1[CH2:21][CH2:20][O:19][CH2:18][CH2:17]1)[C@H:2]([C:9]([O:11]C(C)(C)C)=[O:10])[CH2:3][O:4]C(C)(C)C.C(O)(C(F)(F)F)=O, predict the reaction product. The product is: [NH:1]([N:16]1[CH2:21][CH2:20][O:19][CH2:18][CH2:17]1)[C@H:2]([C:9]([OH:11])=[O:10])[CH2:3][OH:4]. (5) Given the reactants [C:1]([C:9]1[CH:14]=[CH:13][CH:12]=[CH:11][CH:10]=1)(=[O:8])[C:2]1[CH:7]=[CH:6][CH:5]=[CH:4][CH:3]=1.O(C(C)C)[Na], predict the reaction product. The product is: [CH:1]([OH:8])([C:9]1[CH:10]=[CH:11][CH:12]=[CH:13][CH:14]=1)[C:2]1[CH:7]=[CH:6][CH:5]=[CH:4][CH:3]=1.